From a dataset of hERG Central: cardiac toxicity at 1µM, 10µM, and general inhibition. Predict hERG channel inhibition at various concentrations. (1) The compound is O=C(CN1CCN(C(=O)C2CCCO2)CC1)Nc1ccc(Br)cc1. Results: hERG_inhib (hERG inhibition (general)): blocker. (2) The compound is CN1CCc2nc(SCc3ccc(Cl)cc3)c(C#N)c(-c3cccs3)c2C1. Results: hERG_inhib (hERG inhibition (general)): blocker.